Dataset: Forward reaction prediction with 1.9M reactions from USPTO patents (1976-2016). Task: Predict the product of the given reaction. Given the reactants CCN(C(C)C)C(C)C.[CH3:10][O:11][C:12]1[CH:13]=[CH:14][CH:15]=[C:16]2[C:21]=1[O:20][C:19](=[O:22])[C:18]([C:23]([OH:25])=O)=[CH:17]2.CN(C(ON1N=NC2C=CC=NC1=2)=[N+](C)C)C.F[P-](F)(F)(F)(F)F.[O:50]1[C:54]2[CH:55]=[CH:56][C:57]([C:59]3[CH:60]=[C:61]([NH2:65])[CH:62]=[CH:63][CH:64]=3)=[CH:58][C:53]=2[O:52][CH2:51]1, predict the reaction product. The product is: [O:50]1[C:54]2[CH:55]=[CH:56][C:57]([C:59]3[CH:60]=[C:61]([NH:65][C:23]([C:18]4[C:19](=[O:22])[O:20][C:21]5[C:16]([CH:17]=4)=[CH:15][CH:14]=[CH:13][C:12]=5[O:11][CH3:10])=[O:25])[CH:62]=[CH:63][CH:64]=3)=[CH:58][C:53]=2[O:52][CH2:51]1.